This data is from Full USPTO retrosynthesis dataset with 1.9M reactions from patents (1976-2016). The task is: Predict the reactants needed to synthesize the given product. (1) Given the product [CH3:17][C:18]1[CH:27]=[C:26]([CH2:28][O:1][CH:2]2[CH2:3][CH2:4][N:5]([C:8]([O:10][C:11]([CH3:14])([CH3:13])[CH3:12])=[O:9])[CH2:6][CH2:7]2)[C:25]2[C:20](=[CH:21][CH:22]=[CH:23][CH:24]=2)[N:19]=1, predict the reactants needed to synthesize it. The reactants are: [OH:1][CH:2]1[CH2:7][CH2:6][N:5]([C:8]([O:10][C:11]([CH3:14])([CH3:13])[CH3:12])=[O:9])[CH2:4][CH2:3]1.[H-].[Na+].[CH3:17][C:18]1[CH:27]=[C:26]([CH2:28]OS(C)(=O)=O)[C:25]2[C:20](=[CH:21][CH:22]=[CH:23][CH:24]=2)[N:19]=1. (2) Given the product [Cl:19][CH2:20][CH2:21][CH2:22][NH:23][C:12](=[O:14])[C:11]1[CH:15]=[CH:16][N:17]=[CH:18][C:10]=1[NH:9][C:3]1[CH:4]=[CH:5][C:6]([I:8])=[CH:7][C:2]=1[F:1], predict the reactants needed to synthesize it. The reactants are: [F:1][C:2]1[CH:7]=[C:6]([I:8])[CH:5]=[CH:4][C:3]=1[NH:9][C:10]1[CH:18]=[N:17][CH:16]=[CH:15][C:11]=1[C:12]([OH:14])=O.[Cl:19][CH2:20][CH2:21][CH2:22][NH2:23]. (3) Given the product [C:18]1([CH2:17][CH:16]2[N:11]3[CH:12]=[CH:13][CH:14]=[CH:15][C:10]3=[N:9][CH:8]2[S:7][CH2:6][CH2:5][CH2:4][C:3]([OH:28])=[O:2])[C:27]2[C:22](=[CH:23][CH:24]=[CH:25][CH:26]=2)[CH:21]=[CH:20][CH:19]=1, predict the reactants needed to synthesize it. The reactants are: C[O:2][C:3](=[O:28])[CH2:4][CH2:5][CH2:6][S:7][CH:8]1[CH:16]([CH2:17][C:18]2[C:27]3[C:22](=[CH:23][CH:24]=[CH:25][CH:26]=3)[CH:21]=[CH:20][CH:19]=2)[N:11]2[CH:12]=[CH:13][CH:14]=[CH:15][C:10]2=[N:9]1.O.[OH-].[Li+]. (4) Given the product [CH3:35][N:36]([N:24]=[N:11][C:3]1[CH:4]=[C:5]([C:7]([O:9][CH3:10])=[O:8])[Se:6][C:2]=1[CH3:1])[CH3:37], predict the reactants needed to synthesize it. The reactants are: [CH3:1][C:2]1[Se:6][C:5]([C:7]([O:9][CH3:10])=[O:8])=[CH:4][C:3]=1[N+:11]([O-])=O.CC1C([NH2:24])=C(C([O-])=O)[Se]C=1C.N([O-])=O.[Na+].C(=O)([O-])[O-].[K+].[K+].[CH3:35][NH:36][CH3:37]. (5) Given the product [CH2:24]([C:26]([C:29]1[CH:34]=[CH:33][C:32](/[CH:35]=[CH:36]/[C:37]2([OH:43])[CH2:42][CH2:41][O:40][CH2:39][CH2:38]2)=[C:31]([CH3:44])[CH:30]=1)([C:45]1[CH:50]=[CH:49][C:48]([B:15]2[O:16][C:17]([CH3:22])([CH3:23])[C:18]([CH3:20])([CH3:21])[O:19]2)=[C:47]([CH3:59])[CH:46]=1)[CH2:27][CH3:28])[CH3:25], predict the reactants needed to synthesize it. The reactants are: C([O-])(=O)C.[K+].[B:15]1([B:15]2[O:19][C:18]([CH3:21])([CH3:20])[C:17]([CH3:23])([CH3:22])[O:16]2)[O:19][C:18]([CH3:21])([CH3:20])[C:17]([CH3:23])([CH3:22])[O:16]1.[CH2:24]([C:26]([C:45]1[CH:50]=[CH:49][C:48](OS(C(F)(F)F)(=O)=O)=[C:47]([CH3:59])[CH:46]=1)([C:29]1[CH:34]=[CH:33][C:32](/[CH:35]=[CH:36]/[C:37]2([OH:43])[CH2:42][CH2:41][O:40][CH2:39][CH2:38]2)=[C:31]([CH3:44])[CH:30]=1)[CH2:27][CH3:28])[CH3:25].C(=O)(O)[O-].[Na+]. (6) Given the product [C:1]1(=[O:10])[CH2:2][CH2:3][CH2:4][CH2:5][CH2:6]1.[CH:1]1([OH:10])[CH2:2][CH2:3][CH2:4][CH2:5][CH2:6]1, predict the reactants needed to synthesize it. The reactants are: [C:1]([OH:10])(=O)[CH2:2][CH2:3][CH2:4][CH2:5][C:6](O)=O.C(O)(=O)CCCC(O)=O. (7) Given the product [CH3:11][N:13]([CH3:14])[C:8]([C:4]1[CH:3]=[C:2]([Cl:1])[CH:7]=[CH:6][N:5]=1)=[O:9], predict the reactants needed to synthesize it. The reactants are: [Cl:1][C:2]1[CH:7]=[CH:6][N:5]=[C:4]([C:8](Cl)=[O:9])[CH:3]=1.[CH2:11]([N:13](CC)[CH2:14]C)C.CNC. (8) Given the product [CH2:37]([O:1][C:2]1[CH:3]=[C:4]([CH:8]=[C:9]([N+:11]([O-:13])=[O:12])[CH:10]=1)[C:5]([O:7][CH2:23][C:22]1[CH:21]=[CH:20][CH:33]=[CH:32][CH:31]=1)=[O:6])[C:38]1[CH:43]=[CH:42][CH:41]=[CH:40][CH:39]=1, predict the reactants needed to synthesize it. The reactants are: [OH:1][C:2]1[CH:3]=[C:4]([CH:8]=[C:9]([N+:11]([O-:13])=[O:12])[CH:10]=1)[C:5]([OH:7])=[O:6].C(O[C:20]1[CH:21]=[C:22]([CH:31]=[C:32]([N+]([O-])=O)[CH:33]=1)[C:23](OCCC(C)C)=O)CC(C)C.[CH2:37](Br)[C:38]1[CH:43]=[CH:42][CH:41]=[CH:40][CH:39]=1.C([O-])([O-])=O.[K+].[K+]. (9) Given the product [CH3:26][O:25][C:4]1[C:3]2[C:2]3([CH2:7][CH2:8][CH2:3][CH2:2]3)[N:11]3[CH2:12][CH2:13][C:14]4[C:19]([C:10]3=[CH:9][C:8]=2[CH:7]=[CH:6][C:5]=1[O:23][CH3:24])=[CH:18][C:17]1[O:20][CH2:21][O:22][C:16]=1[CH:15]=4, predict the reactants needed to synthesize it. The reactants are: Cl[CH:2]1[NH+:11]2[CH2:12][CH2:13][C:14]3[C:19]([C:10]2=[CH:9][C:8]2[CH:7]=[CH:6][C:5]([O:23][CH3:24])=[C:4]([O:25][CH3:26])[C:3]1=2)=[CH:18][C:17]1[O:20][CH2:21][O:22][C:16]=1[CH:15]=3.[Cl-]. (10) Given the product [C:60]1([S:57]([CH:36]([CH2:37][CH2:38][CH2:39][CH2:40]/[CH:41]=[CH:42]\[CH2:43]/[CH:44]=[CH:45]\[CH2:46]/[CH:47]=[CH:48]\[CH2:49]/[CH:50]=[CH:51]\[CH2:52][CH2:53][CH2:54][CH2:55][CH3:56])[CH2:35][CH2:34][CH2:33][CH2:32][CH2:31][CH2:30][CH2:29][CH2:28][CH2:27][CH2:26][CH2:25][OH:24])(=[O:58])=[O:59])[CH:61]=[CH:62][CH:63]=[CH:64][CH:65]=1, predict the reactants needed to synthesize it. The reactants are: [F-].C([N+](CCCC)(CCCC)CCCC)CCC.C([Si](C1C=CC=CC=1)(C1C=CC=CC=1)[O:24][CH2:25][CH2:26][CH2:27][CH2:28][CH2:29][CH2:30][CH2:31][CH2:32][CH2:33][CH2:34][CH2:35][CH:36]([S:57]([C:60]1[CH:65]=[CH:64][CH:63]=[CH:62][CH:61]=1)(=[O:59])=[O:58])[CH2:37][CH2:38][CH2:39][CH2:40]/[CH:41]=[CH:42]\[CH2:43]/[CH:44]=[CH:45]\[CH2:46]/[CH:47]=[CH:48]\[CH2:49]/[CH:50]=[CH:51]\[CH2:52][CH2:53][CH2:54][CH2:55][CH3:56])(C)(C)C.O.